This data is from NCI-60 drug combinations with 297,098 pairs across 59 cell lines. The task is: Regression. Given two drug SMILES strings and cell line genomic features, predict the synergy score measuring deviation from expected non-interaction effect. (1) Drug 1: CC(CN1CC(=O)NC(=O)C1)N2CC(=O)NC(=O)C2. Drug 2: CN(CC1=CN=C2C(=N1)C(=NC(=N2)N)N)C3=CC=C(C=C3)C(=O)NC(CCC(=O)O)C(=O)O. Cell line: M14. Synergy scores: CSS=17.9, Synergy_ZIP=-8.60, Synergy_Bliss=-1.72, Synergy_Loewe=-19.5, Synergy_HSA=-1.67. (2) Drug 1: CNC(=O)C1=CC=CC=C1SC2=CC3=C(C=C2)C(=NN3)C=CC4=CC=CC=N4. Drug 2: CN(CCCl)CCCl.Cl. Cell line: HOP-92. Synergy scores: CSS=22.1, Synergy_ZIP=-3.59, Synergy_Bliss=-1.48, Synergy_Loewe=-8.94, Synergy_HSA=-2.17. (3) Drug 1: CC1=C(C=C(C=C1)NC2=NC=CC(=N2)N(C)C3=CC4=NN(C(=C4C=C3)C)C)S(=O)(=O)N.Cl. Drug 2: C1=CC(=CC=C1C#N)C(C2=CC=C(C=C2)C#N)N3C=NC=N3. Cell line: SK-OV-3. Synergy scores: CSS=2.33, Synergy_ZIP=1.48, Synergy_Bliss=4.36, Synergy_Loewe=1.61, Synergy_HSA=2.44. (4) Drug 1: C1=CC(=CC=C1C#N)C(C2=CC=C(C=C2)C#N)N3C=NC=N3. Drug 2: C1CN(P(=O)(OC1)NCCCl)CCCl. Cell line: LOX IMVI. Synergy scores: CSS=-4.37, Synergy_ZIP=0.489, Synergy_Bliss=-3.07, Synergy_Loewe=-2.51, Synergy_HSA=-4.80. (5) Drug 1: CC1=C(C(=CC=C1)Cl)NC(=O)C2=CN=C(S2)NC3=CC(=NC(=N3)C)N4CCN(CC4)CCO. Drug 2: CC1C(C(CC(O1)OC2CC(CC3=C2C(=C4C(=C3O)C(=O)C5=CC=CC=C5C4=O)O)(C(=O)C)O)N)O. Cell line: TK-10. Synergy scores: CSS=79.7, Synergy_ZIP=11.6, Synergy_Bliss=12.8, Synergy_Loewe=13.4, Synergy_HSA=15.5. (6) Drug 1: CC1=C2C(C(=O)C3(C(CC4C(C3C(C(C2(C)C)(CC1OC(=O)C(C(C5=CC=CC=C5)NC(=O)OC(C)(C)C)O)O)OC(=O)C6=CC=CC=C6)(CO4)OC(=O)C)OC)C)OC. Drug 2: CN1CCC(CC1)COC2=C(C=C3C(=C2)N=CN=C3NC4=C(C=C(C=C4)Br)F)OC. Cell line: T-47D. Synergy scores: CSS=38.1, Synergy_ZIP=1.97, Synergy_Bliss=3.42, Synergy_Loewe=-4.16, Synergy_HSA=5.46. (7) Drug 1: CC(CN1CC(=O)NC(=O)C1)N2CC(=O)NC(=O)C2. Drug 2: CC1=C2C(C(=O)C3(C(CC4C(C3C(C(C2(C)C)(CC1OC(=O)C(C(C5=CC=CC=C5)NC(=O)C6=CC=CC=C6)O)O)OC(=O)C7=CC=CC=C7)(CO4)OC(=O)C)O)C)OC(=O)C. Cell line: A498. Synergy scores: CSS=27.5, Synergy_ZIP=-7.72, Synergy_Bliss=-3.98, Synergy_Loewe=-1.91, Synergy_HSA=-0.351. (8) Drug 1: CN(C(=O)NC(C=O)C(C(C(CO)O)O)O)N=O. Drug 2: COC1=C2C(=CC3=C1OC=C3)C=CC(=O)O2. Cell line: SR. Synergy scores: CSS=18.1, Synergy_ZIP=0.617, Synergy_Bliss=3.79, Synergy_Loewe=-3.74, Synergy_HSA=2.80. (9) Drug 1: CC1C(C(=O)NC(C(=O)N2CCCC2C(=O)N(CC(=O)N(C(C(=O)O1)C(C)C)C)C)C(C)C)NC(=O)C3=C4C(=C(C=C3)C)OC5=C(C(=O)C(=C(C5=N4)C(=O)NC6C(OC(=O)C(N(C(=O)CN(C(=O)C7CCCN7C(=O)C(NC6=O)C(C)C)C)C)C(C)C)C)N)C. Drug 2: CC1=C2C(C(=O)C3(C(CC4C(C3C(C(C2(C)C)(CC1OC(=O)C(C(C5=CC=CC=C5)NC(=O)C6=CC=CC=C6)O)O)OC(=O)C7=CC=CC=C7)(CO4)OC(=O)C)O)C)OC(=O)C. Synergy scores: CSS=57.1, Synergy_ZIP=4.41, Synergy_Bliss=4.09, Synergy_Loewe=-1.05, Synergy_HSA=-0.618. Cell line: NCI-H522.